Dataset: Forward reaction prediction with 1.9M reactions from USPTO patents (1976-2016). Task: Predict the product of the given reaction. (1) The product is: [CH3:45][O:44][C:42]([NH:8][CH2:9][CH2:10][CH2:11][C@:12]([C@@H:21]1[CH2:26][CH2:25][CH2:24][N:23]([C:27]([O:29][C:30]([CH3:33])([CH3:32])[CH3:31])=[O:28])[CH2:22]1)([C:14]1[CH:19]=[CH:18][CH:17]=[C:16]([Cl:20])[CH:15]=1)[OH:13])=[O:43]. Given the reactants C(O)(C(F)(F)F)=O.[NH2:8][CH2:9][CH2:10][CH2:11][C@:12]([C@@H:21]1[CH2:26][CH2:25][CH2:24][N:23]([C:27]([O:29][C:30]([CH3:33])([CH3:32])[CH3:31])=[O:28])[CH2:22]1)([C:14]1[CH:19]=[CH:18][CH:17]=[C:16]([Cl:20])[CH:15]=1)[OH:13].C(N(CC)CC)C.Cl[C:42]([O:44][CH3:45])=[O:43], predict the reaction product. (2) Given the reactants [CH3:1][O:2][C:3]([C:5]1[CH:31]=[CH:30][C:8]2[N:9]=[C:10]([NH:12][CH:13]3[CH2:18][CH2:17][N:16]([CH2:19][C:20]4[CH:25]=[CH:24][C:23](O)=[C:22]([O:27][CH2:28][CH3:29])[CH:21]=4)[CH2:15][CH2:14]3)[O:11][C:7]=2[CH:6]=1)=[O:4].[Cl:32]C1C=CC(C=O)=CC=1OCC.C([BH3-])#N.[Na+].C(N(C(C)C)C(C)C)C, predict the reaction product. The product is: [CH3:1][O:2][C:3]([C:5]1[CH:31]=[CH:30][C:8]2[N:9]=[C:10]([NH:12][CH:13]3[CH2:18][CH2:17][N:16]([CH2:19][C:20]4[CH:25]=[CH:24][C:23]([Cl:32])=[C:22]([O:27][CH2:28][CH3:29])[CH:21]=4)[CH2:15][CH2:14]3)[O:11][C:7]=2[CH:6]=1)=[O:4]. (3) The product is: [CH2:11]([O:10][C:8](=[O:9])[C@@H:2]([NH:1][C:33](=[O:34])[CH2:32][CH2:31][CH2:30][CH2:29][CH2:28][CH2:27][CH2:26][CH2:25][CH2:24][CH2:23][CH2:22][CH2:21][CH2:20][CH2:19][C:18]([O:48][C:49]([CH3:51])([CH3:50])[CH3:52])=[O:47])[CH2:3][CH2:4][C:5]([OH:7])=[O:6])[C:12]1[CH:13]=[CH:14][CH:15]=[CH:16][CH:17]=1. Given the reactants [NH2:1][C@H:2]([C:8]([O:10][CH2:11][C:12]1[CH:17]=[CH:16][CH:15]=[CH:14][CH:13]=1)=[O:9])[CH2:3][CH2:4][C:5]([OH:7])=[O:6].[C:18]([O:48][C:49]([CH3:52])([CH3:51])[CH3:50])(=[O:47])[CH2:19][CH2:20][CH2:21][CH2:22][CH2:23][CH2:24][CH2:25][CH2:26][CH2:27][CH2:28][CH2:29][CH2:30][CH2:31][CH2:32][C:33](OC1C(F)=C(F)C(F)=C(F)C=1F)=[O:34].CCN(C(C)C)C(C)C.C(O)(=O)CC(CC(O)=O)(C(O)=O)O, predict the reaction product. (4) Given the reactants [Cl:1][C:2]1[CH:7]=[CH:6][N:5]=[C:4]2[C:8]([C:11]([NH:13][C@H:14]3[CH2:19][CH2:18][O:17][CH2:16][C@@H:15]3[OH:20])=[O:12])=[CH:9][NH:10][C:3]=12.[F:21][C:22]1[CH:29]=[CH:28][C:25]([CH2:26]Br)=[CH:24][CH:23]=1.C(=O)([O-])[O-].[Cs+].[Cs+], predict the reaction product. The product is: [Cl:1][C:2]1[CH:7]=[CH:6][N:5]=[C:4]2[C:8]([C:11]([NH:13][C@H:14]3[CH2:19][CH2:18][O:17][CH2:16][C@@H:15]3[OH:20])=[O:12])=[CH:9][N:10]([CH2:26][C:25]3[CH:28]=[CH:29][C:22]([F:21])=[CH:23][CH:24]=3)[C:3]=12. (5) The product is: [CH3:19][N:16]1[CH2:17][CH2:18][CH:13]([N:12]([CH2:11][C:9]2[S:10][C:5]3[C:4]([N:22]4[CH2:27][CH2:26][O:25][CH2:24][CH2:23]4)=[N:3][C:2]([C:32]4[CH:31]=[N:30][C:29]([NH2:28])=[N:34][CH:33]=4)=[N:7][C:6]=3[C:8]=2[CH3:21])[CH3:20])[CH2:14][CH2:15]1. Given the reactants Cl[C:2]1[N:3]=[C:4]([N:22]2[CH2:27][CH2:26][O:25][CH2:24][CH2:23]2)[C:5]2[S:10][C:9]([CH2:11][N:12]([CH3:20])[CH:13]3[CH2:18][CH2:17][N:16]([CH3:19])[CH2:15][CH2:14]3)=[C:8]([CH3:21])[C:6]=2[N:7]=1.[NH2:28][C:29]1[N:34]=[CH:33][C:32](C2N=C(N3CCOCC3)C3SC(CN4CCC(C(NC)=O)CC4)=CC=3N=2)=[CH:31][N:30]=1, predict the reaction product. (6) The product is: [CH2:7]([O:15][C:16]1[CH:25]=[C:24]([I:26])[CH:23]=[CH:22][C:17]=1[C:18]([O:20][CH3:21])=[O:19])[C:8]1[CH:13]=[CH:12][CH:11]=[CH:10][CH:9]=1. Given the reactants C(=O)([O-])[O-].[K+].[K+].[CH2:7](Br)[C:8]1[CH:13]=[CH:12][CH:11]=[CH:10][CH:9]=1.[OH:15][C:16]1[CH:25]=[C:24]([I:26])[CH:23]=[CH:22][C:17]=1[C:18]([O:20][CH3:21])=[O:19].Cl, predict the reaction product. (7) Given the reactants C(N(CC)CC)C.[CH3:8][S:9](Cl)(=[O:11])=[O:10].[OH:13][CH:14]([C:42]1[CH:49]=[CH:48][C:45]([C:46]#[N:47])=[CH:44][CH:43]=1)[CH2:15][O:16][CH2:17][C:18]1[N:19]=[CH:20][N:21]([C:23]([C:36]2[CH:41]=[CH:40][CH:39]=[CH:38][CH:37]=2)([C:30]2[CH:35]=[CH:34][CH:33]=[CH:32][CH:31]=2)[C:24]2[CH:29]=[CH:28][CH:27]=[CH:26][CH:25]=2)[CH:22]=1, predict the reaction product. The product is: [CH3:8][S:9]([O:13][CH:14]([C:42]1[CH:43]=[CH:44][C:45]([C:46]#[N:47])=[CH:48][CH:49]=1)[CH2:15][O:16][CH2:17][C:18]1[N:19]=[CH:20][N:21]([C:23]([C:24]2[CH:25]=[CH:26][CH:27]=[CH:28][CH:29]=2)([C:36]2[CH:37]=[CH:38][CH:39]=[CH:40][CH:41]=2)[C:30]2[CH:35]=[CH:34][CH:33]=[CH:32][CH:31]=2)[CH:22]=1)(=[O:11])=[O:10].